The task is: Predict which catalyst facilitates the given reaction.. This data is from Catalyst prediction with 721,799 reactions and 888 catalyst types from USPTO. (1) Reactant: [F-].C([N+](CCCC)(CCCC)CCCC)CCC.[Si]([O:26][C:27]1[CH:28]=[C:29]([CH:36]=[CH:37][CH:38]=1)[O:30][CH2:31][C:32]([O:34][CH3:35])=[O:33])(C(C)(C)C)(C)C. The catalyst class is: 1. Product: [OH:26][C:27]1[CH:28]=[C:29]([CH:36]=[CH:37][CH:38]=1)[O:30][CH2:31][C:32]([O:34][CH3:35])=[O:33]. (2) Reactant: C([O:8][C:9]1[CH:14]=[C:13]([O:15][CH2:16][CH3:17])[CH:12]=[C:11]([F:18])[C:10]=1[F:19])C1C=CC=CC=1. Product: [CH2:16]([O:15][C:13]1[CH:12]=[C:11]([F:18])[C:10]([F:19])=[C:9]([OH:8])[CH:14]=1)[CH3:17]. The catalyst class is: 19. (3) Reactant: C1(O)C=CC=CC=1.[NH2:8][C:9]1[CH:22]=[CH:21][C:20]2[C:19](=[O:23])[C:18]3[C:13](=[CH:14][CH:15]=[CH:16][CH:17]=3)[C:12](=[O:24])[C:11]=2[CH:10]=1.[CH2:25]([N:29]([CH2:46][CH2:47][CH2:48][CH3:49])[C:30]1[N:35]=[C:34]([N:36]([CH2:41][CH2:42][CH2:43][CH3:44])[CH2:37][CH2:38][CH2:39][CH3:40])[N:33]=[C:32](Cl)[N:31]=1)[CH2:26][CH2:27][CH3:28].[OH-].[Na+]. Product: [CH2:41]([N:36]([CH2:37][CH2:38][CH2:39][CH3:40])[C:34]1[N:35]=[C:30]([N:29]([CH2:25][CH2:26][CH2:27][CH3:28])[CH2:46][CH2:47][CH2:48][CH3:49])[N:31]=[C:32]([NH:8][C:9]2[CH:22]=[CH:21][C:20]3[C:19](=[O:23])[C:18]4[C:13](=[CH:14][CH:15]=[CH:16][CH:17]=4)[C:12](=[O:24])[C:11]=3[CH:10]=2)[N:33]=1)[CH2:42][CH2:43][CH3:44]. The catalyst class is: 229. (4) Product: [Br:1][C:2]1[CH:3]=[CH:4][C:5]([C:8]2[N:12]([CH2:19][CH:20]3[CH2:24][CH2:23][N:22]([C:25]([O:27][C:28]([CH3:29])([CH3:31])[CH3:30])=[O:26])[CH2:21]3)[C:11]([CH3:13])=[CH:10][N:9]=2)=[CH:6][CH:7]=1. The catalyst class is: 1. Reactant: [Br:1][C:2]1[CH:7]=[CH:6][C:5]([C:8]2[NH:9][CH:10]=[C:11]([CH3:13])[N:12]=2)=[CH:4][CH:3]=1.CS(O[CH2:19][CH:20]1[CH2:24][CH2:23][N:22]([C:25]([O:27][C:28]([CH3:31])([CH3:30])[CH3:29])=[O:26])[CH2:21]1)(=O)=O.[H-].[Na+]. (5) Reactant: [F:1][C:2]([F:20])([F:19])[C:3]1(C(O)=O)[CH:7]=[CH:6][N:5]([C:8]2[CH:13]=[CH:12][CH:11]=[C:10]([C:14]#[N:15])[CH:9]=2)[NH:4]1.S(Cl)(Cl)=O.[NH:25]1[C:33]2[C:28](=[CH:29][C:30]([C:34]3[CH:39]=[CH:38][CH:37]=[CH:36][C:35]=3[S:40]([NH:43]C(C)(C)C)(=[O:42])=[O:41])=[CH:31][CH:32]=2)[CH2:27][CH2:26]1.[H-].[Na+].C1C[O:53][CH2:52]C1. Product: [C:14]([C:10]1[CH:9]=[C:8]([N:5]2[C:6]([C:52]([N:25]3[C:33]4[C:28](=[CH:29][C:30]([C:34]5[CH:39]=[CH:38][CH:37]=[CH:36][C:35]=5[S:40]([NH2:43])(=[O:42])=[O:41])=[CH:31][CH:32]=4)[CH2:27][CH2:26]3)=[O:53])=[CH:7][C:3]([C:2]([F:1])([F:19])[F:20])=[N:4]2)[CH:13]=[CH:12][CH:11]=1)#[N:15]. The catalyst class is: 10. (6) Reactant: [CH3:1][CH2:2][C:3]([NH:5][C:6]1[CH:11]=[CH:10][CH:9]=[CH:8][CH:7]=1)=O.P(Cl)(Cl)(Cl)(Cl)[Cl:13]. Product: [CH3:1][CH2:2][C:3](=[N:5][C:6]1[CH:11]=[CH:10][CH:9]=[CH:8][CH:7]=1)[Cl:13]. The catalyst class is: 2. (7) Reactant: O.Cl.[NH2:3][C:4]1([CH3:12])[CH2:9][CH2:8][C:7](=[O:10])[NH:6][C:5]1=[O:11].Cl[C:14]([O:16][CH:17]1[CH:22]([CH:23]([CH3:25])[CH3:24])[CH2:21][CH2:20][CH:19]([CH3:26])[CH2:18]1)=[O:15].C([O-])(O)=O.[Na+].CC#N. Product: [CH:23]([CH:22]1[CH2:21][CH2:20][CH:19]([CH3:26])[CH2:18][CH:17]1[O:16][C:14](=[O:15])[NH:3][C@:4]1([CH3:12])[CH2:9][CH2:8][C:7](=[O:10])[NH:6][C:5]1=[O:11])([CH3:24])[CH3:25]. The catalyst class is: 90. (8) Reactant: [CH3:1][O-:2].[Na+].[O:4]1[C:6]2([CH2:15][CH2:14][C:9]3([O:13][CH2:12][CH2:11][O:10]3)[CH2:8][CH2:7]2)[CH2:5]1. Product: [CH3:1][O:2][CH2:5][C:6]1([OH:4])[CH2:15][CH2:14][C:9]2([O:13][CH2:12][CH2:11][O:10]2)[CH2:8][CH2:7]1. The catalyst class is: 5. (9) Reactant: [NH:1]1[C:9]2[C:4](=[CH:5][CH:6]=[CH:7][CH:8]=2)[C:3]([C:10](=[O:12])[CH3:11])=[N:2]1.C(N(CC)CC)C.[C:20](Cl)(=[O:23])[O:21][CH3:22]. Product: [C:10]([C:3]1[C:4]2[C:9](=[CH:8][CH:7]=[CH:6][CH:5]=2)[N:1]([C:20]([O:21][CH3:22])=[O:23])[N:2]=1)(=[O:12])[CH3:11]. The catalyst class is: 22.